Dataset: Full USPTO retrosynthesis dataset with 1.9M reactions from patents (1976-2016). Task: Predict the reactants needed to synthesize the given product. (1) The reactants are: [F:1][C:2]1[CH:25]=[C:24]([F:26])[CH:23]=[CH:22][C:3]=1[C:4]([C:6]1[CH:7]=[CH:8][C:9](=[O:21])[N:10]([C:15]2[CH:20]=[CH:19][CH:18]=[CH:17][CH:16]=2)[C:11]=1SCC)=[O:5].[CH:27]1([CH2:30][NH2:31])[CH2:29][CH2:28]1.C(N(C(C)C)C(C)C)C. Given the product [CH:27]1([CH2:30][NH:31][C:11]2[N:10]([C:15]3[CH:20]=[CH:19][CH:18]=[CH:17][CH:16]=3)[C:9](=[O:21])[CH:8]=[CH:7][C:6]=2[C:4](=[O:5])[C:3]2[CH:22]=[CH:23][C:24]([F:26])=[CH:25][C:2]=2[F:1])[CH2:29][CH2:28]1, predict the reactants needed to synthesize it. (2) Given the product [CH3:1][O:2][C:3]1[CH:11]=[C:10]2[C:6]([C:7]([CH2:18][C:19]3[N:24]=[C:23]([C:25]([O:27][CH3:28])=[O:26])[CH:22]=[CH:21][CH:20]=3)=[C:8]([C:12]3[CH:13]=[CH:14][CH:15]=[CH:16][CH:17]=3)[N:9]2[CH3:29])=[CH:5][CH:4]=1, predict the reactants needed to synthesize it. The reactants are: [CH3:1][O:2][C:3]1[CH:11]=[C:10]2[C:6]([C:7]([CH2:18][C:19]3[N:24]=[C:23]([C:25]([O:27][CH3:28])=[O:26])[CH:22]=[CH:21][CH:20]=3)=[C:8]([C:12]3[CH:17]=[CH:16][CH:15]=[CH:14][CH:13]=3)[NH:9]2)=[CH:5][CH:4]=1.[C:29](=O)([O-])[O-].[Cs+].[Cs+].CI.